From a dataset of Catalyst prediction with 721,799 reactions and 888 catalyst types from USPTO. Predict which catalyst facilitates the given reaction. (1) Reactant: [Cl:1][C:2]1[CH:7]=[C:6]([NH2:8])[CH:5]=[C:4]([Cl:9])[N:3]=1.CC(C)([O-])C.[Na+].C(P(C(C)(C)C)C1C=CC=CC=1C1C(C(C)C)=CC(C(C)C)=CC=1C(C)C)(C)(C)C.Br[C:47]1[N:51]=[CH:50][N:49]([CH2:52][C:53]2[CH:58]=[CH:57][C:56]([O:59][CH3:60])=[CH:55][CH:54]=2)[N:48]=1. Product: [Cl:1][C:2]1[CH:7]=[C:6]([NH:8][C:47]2[N:51]=[CH:50][N:49]([CH2:52][C:53]3[CH:58]=[CH:57][C:56]([O:59][CH3:60])=[CH:55][CH:54]=3)[N:48]=2)[CH:5]=[C:4]([Cl:9])[N:3]=1. The catalyst class is: 101. (2) Reactant: Cl[C:2]1[N:7]=[C:6]([C:8]2[S:12][C:11]([C:13]3([CH3:26])[CH2:18][CH2:17][N:16]([C:19]([O:21][C:22]([CH3:25])([CH3:24])[CH3:23])=[O:20])[CH2:15][CH2:14]3)=[N:10][C:9]=2[C:27]2[CH:32]=[CH:31][CH:30]=[C:29]([NH:33][S:34]([C:37]3[CH:41]=[CH:40][O:39][CH:38]=3)(=[O:36])=[O:35])[C:28]=2[F:42])[CH:5]=[CH:4][N:3]=1.[CH3:43][Zn]C. Product: [F:42][C:28]1[C:29]([NH:33][S:34]([C:37]2[CH:41]=[CH:40][O:39][CH:38]=2)(=[O:36])=[O:35])=[CH:30][CH:31]=[CH:32][C:27]=1[C:9]1[N:10]=[C:11]([C:13]2([CH3:26])[CH2:18][CH2:17][N:16]([C:19]([O:21][C:22]([CH3:25])([CH3:24])[CH3:23])=[O:20])[CH2:15][CH2:14]2)[S:12][C:8]=1[C:6]1[CH:5]=[CH:4][N:3]=[C:2]([CH3:43])[N:7]=1. The catalyst class is: 819. (3) Reactant: [CH2:1]([O:3][C:4]([C:6]1[NH:7][C:8]2[C:13]([C:14]=1Br)=[CH:12][C:11]([NH:16][S:17]([C:20]1[CH:25]=[CH:24][C:23]([C:26]([CH3:29])([CH3:28])[CH3:27])=[CH:22][CH:21]=1)(=[O:19])=[O:18])=[CH:10][CH:9]=2)=[O:5])[CH3:2].[CH3:30][O:31][C:32]1[CH:33]=[C:34](B(O)O)[CH:35]=[CH:36][CH:37]=1. Product: [CH2:1]([O:3][C:4]([C:6]1[NH:7][C:8]2[C:13]([C:14]=1[C:36]1[CH:35]=[CH:34][CH:33]=[C:32]([O:31][CH3:30])[CH:37]=1)=[CH:12][C:11]([NH:16][S:17]([C:20]1[CH:25]=[CH:24][C:23]([C:26]([CH3:29])([CH3:28])[CH3:27])=[CH:22][CH:21]=1)(=[O:19])=[O:18])=[CH:10][CH:9]=2)=[O:5])[CH3:2]. The catalyst class is: 195. (4) Reactant: CC(C)([O-])C.[K+].[F:7][C:8]1[CH:13]=[CH:12][CH:11]=[C:10]([F:14])[C:9]=1[CH2:15][OH:16].[Br:17][C:18]1[CH:23]=[CH:22][N:21]=[C:20](F)[CH:19]=1. Product: [Br:17][C:18]1[CH:23]=[CH:22][N:21]=[C:20]([O:16][CH2:15][C:9]2[C:8]([F:7])=[CH:13][CH:12]=[CH:11][C:10]=2[F:14])[CH:19]=1. The catalyst class is: 7.